This data is from Full USPTO retrosynthesis dataset with 1.9M reactions from patents (1976-2016). The task is: Predict the reactants needed to synthesize the given product. (1) Given the product [Br:1][C:2]1[C:3]2[N:4]([N:9]=[CH:10][N:11]=2)[CH:5]=[C:6]([C:28]2[CH:27]=[C:26]([CH:31]=[CH:30][CH:29]=2)[C:25]([NH:24][C:22]2[CH:21]=[CH:20][C:15]([C:16]([O:18][CH3:19])=[O:17])=[C:14]([O:13][CH3:12])[CH:23]=2)=[O:41])[CH:7]=1, predict the reactants needed to synthesize it. The reactants are: [Br:1][C:2]1[C:3]2[N:4]([N:9]=[CH:10][N:11]=2)[CH:5]=[C:6](I)[CH:7]=1.[CH3:12][O:13][C:14]1[CH:23]=[C:22]([NH:24][C:25](=[O:41])[C:26]2[CH:31]=[CH:30][CH:29]=[C:28](B3OC(C)(C)C(C)(C)O3)[CH:27]=2)[CH:21]=[CH:20][C:15]=1[C:16]([O:18][CH3:19])=[O:17].C(=O)([O-])[O-].[Na+].[Na+]. (2) Given the product [CH3:16][S:17]([O:15][CH2:14][CH2:13][CH2:12][C:9]1[S:10][CH:11]=[C:7]([C:1]2[CH:2]=[CH:3][CH:4]=[CH:5][CH:6]=2)[N:8]=1)(=[O:19])=[O:18], predict the reactants needed to synthesize it. The reactants are: [C:1]1([C:7]2[N:8]=[C:9]([CH2:12][CH2:13][CH2:14][OH:15])[S:10][CH:11]=2)[CH:6]=[CH:5][CH:4]=[CH:3][CH:2]=1.[CH3:16][S:17](Cl)(=[O:19])=[O:18]. (3) Given the product [F:10][C:11]1[CH:12]=[C:13]2[C:18](=[CH:19][CH:20]=1)[N:17]=[C:16]([CH2:21][O:22][C:23]1[CH:30]=[CH:29][C:26](/[CH:27]=[CH:4]/[N+:1]([O-:3])=[O:2])=[C:25]([C:31]3([C:36]4[CH:37]=[CH:38][CH:39]=[CH:40][CH:41]=4)[CH2:34][CH:33]([CH3:35])[CH2:32]3)[CH:24]=1)[CH:15]=[CH:14]2, predict the reactants needed to synthesize it. The reactants are: [N+:1]([CH3:4])([O-:3])=[O:2].C([O-])(=O)C.[NH4+].[F:10][C:11]1[CH:12]=[C:13]2[C:18](=[CH:19][CH:20]=1)[N:17]=[C:16]([CH2:21][O:22][C:23]1[CH:30]=[CH:29][C:26]([CH:27]=O)=[C:25]([C:31]3([C:36]4[CH:41]=[CH:40][CH:39]=[CH:38][CH:37]=4)[CH2:34][CH:33]([CH3:35])[CH2:32]3)[CH:24]=1)[CH:15]=[CH:14]2. (4) Given the product [CH3:1][C@H:2]1[CH2:7][N:6]([C:8]2[C:13]([N+:14]([O-:16])=[O:15])=[CH:12][N+:11]([O-:36])=[C:10]3[CH2:17][CH2:18][CH2:19][C:9]=23)[CH2:5][C@@H:4]([NH:20][C:21](=[O:27])[O:22][C:23]([CH3:26])([CH3:25])[CH3:24])[CH2:3]1, predict the reactants needed to synthesize it. The reactants are: [CH3:1][C@H:2]1[CH2:7][N:6]([C:8]2[C:13]([N+:14]([O-:16])=[O:15])=[CH:12][N:11]=[C:10]3[CH2:17][CH2:18][CH2:19][C:9]=23)[CH2:5][C@@H:4]([NH:20][C:21](=[O:27])[O:22][C:23]([CH3:26])([CH3:25])[CH3:24])[CH2:3]1.C1C=C(Cl)C=C(C(OO)=[O:36])C=1.[O-]S([O-])(=S)=O.[Na+].[Na+].[OH-].[Na+]. (5) Given the product [Cl:1][C:2]1[CH:7]=[C:6]([O:8][C:9]([F:10])([F:12])[F:11])[CH:5]=[CH:4][C:3]=1[C:13]1[C:14]2[N:25]=[C:27]([CH3:29])[C:26](=[O:30])[N:19]([C@H:20]([CH3:24])[CH2:21][O:22][CH3:23])[C:15]=2[N:16]=[CH:17][N:18]=1, predict the reactants needed to synthesize it. The reactants are: [Cl:1][C:2]1[CH:7]=[C:6]([O:8][C:9]([F:12])([F:11])[F:10])[CH:5]=[CH:4][C:3]=1[C:13]1[N:18]=[CH:17][N:16]=[C:15]([NH:19][C@H:20]([CH3:24])[CH2:21][O:22][CH3:23])[C:14]=1[NH2:25].[C:26](OCC)(=[O:30])[C:27]([CH3:29])=O. (6) Given the product [CH:23]1([CH2:22][N:5]2[C:4]3[N:3]=[C:2]([NH:27][C:28]4[CH:29]=[C:30]5[C:34](=[CH:35][CH:36]=4)[NH:33][N:32]=[CH:31]5)[N:11]=[CH:10][C:9]=3[N:8]([C:12]3[CH:13]=[C:14]([CH:17]=[CH:18][CH:19]=3)[C:15]#[N:16])[C:7](=[O:20])[C@H:6]2[CH3:21])[CH2:26][CH2:25][CH2:24]1, predict the reactants needed to synthesize it. The reactants are: Cl[C:2]1[N:11]=[CH:10][C:9]2[N:8]([C:12]3[CH:13]=[C:14]([CH:17]=[CH:18][CH:19]=3)[C:15]#[N:16])[C:7](=[O:20])[C@@H:6]([CH3:21])[N:5]([CH2:22][CH:23]3[CH2:26][CH2:25][CH2:24]3)[C:4]=2[N:3]=1.[NH2:27][C:28]1[CH:29]=[C:30]2[C:34](=[CH:35][CH:36]=1)[NH:33][N:32]=[CH:31]2.FC(F)(F)C(O)=O. (7) Given the product [NH2:26][C:23]1[N:24]=[CH:25][C:20]([C:18]2[CH:17]=[N:16][N:15]([C@H:12]3[CH2:11][CH2:10][C@H:9]([OH:8])[CH2:14][CH2:13]3)[CH:19]=2)=[C:21]2[CH:29]=[C:28]([C:33]3[C:34]4[S:38][CH:37]=[N:36][C:35]=4[CH:39]=[CH:40][C:32]=3[F:31])[O:27][C:22]=12, predict the reactants needed to synthesize it. The reactants are: [Si]([O:8][C@H:9]1[CH2:14][CH2:13][C@H:12]([N:15]2[CH:19]=[C:18]([C:20]3[CH:25]=[N:24][C:23]([NH2:26])=[C:22]4[O:27][C:28](Cl)=[CH:29][C:21]=34)[CH:17]=[N:16]2)[CH2:11][CH2:10]1)(C(C)(C)C)(C)C.[F:31][C:32]1[CH:40]=[CH:39][C:35]2[N:36]=[CH:37][S:38][C:34]=2[C:33]=1B(O)O.C(=O)([O-])[O-].[Na+].[Na+].Cl. (8) Given the product [N:17]1[S:21][N:20]=[C:19]2[C:22]([S:26]([NH:29][C:30]3[CH:38]=[C:37]([Br:39])[CH:36]=[CH:35][C:31]=3[C:32]([NH:6][C@@H:5]([CH2:7][C:8]3[CH:13]=[CH:12][C:11]([F:14])=[C:10]([Br:15])[CH:9]=3)[C:4]([OH:3])=[O:16])=[O:33])(=[O:28])=[O:27])=[CH:23][CH:24]=[CH:25][C:18]=12, predict the reactants needed to synthesize it. The reactants are: Cl.C[O:3][C:4](=[O:16])[C@H:5]([CH2:7][C:8]1[CH:13]=[CH:12][C:11]([F:14])=[C:10]([Br:15])[CH:9]=1)[NH2:6].[N:17]1[S:21][N:20]=[C:19]2[C:22]([S:26]([NH:29][C:30]3[CH:38]=[C:37]([Br:39])[CH:36]=[CH:35][C:31]=3[C:32](O)=[O:33])(=[O:28])=[O:27])=[CH:23][CH:24]=[CH:25][C:18]=12. (9) The reactants are: [CH:1]1([CH2:4][O:5][C:6]2[N:11]=[C:10]([C:12]([OH:14])=O)[CH:9]=[CH:8][C:7]=2[C:15]2([F:19])[CH2:18][O:17][CH2:16]2)[CH2:3][CH2:2]1.[NH2:20][C:21]1([CH2:25][C:26]([O:28][CH3:29])=[O:27])[CH2:24][S:23][CH2:22]1.CCN(C(C)C)C(C)C. Given the product [CH:1]1([CH2:4][O:5][C:6]2[N:11]=[C:10]([C:12]([NH:20][C:21]3([CH2:25][C:26]([O:28][CH3:29])=[O:27])[CH2:24][S:23][CH2:22]3)=[O:14])[CH:9]=[CH:8][C:7]=2[C:15]2([F:19])[CH2:18][O:17][CH2:16]2)[CH2:2][CH2:3]1, predict the reactants needed to synthesize it. (10) Given the product [CH3:14][O:15][C:16]([C:18]1[CH:19]=[C:20]2[C:24](=[CH:25][CH:26]=1)[NH:23][C:22](=[O:27])[C:21]2=[CH:11][C:8]1[NH:9][CH:10]=[C:6]([CH2:5][CH2:4][C:1]([OH:3])=[O:2])[C:7]=1[CH3:13])=[O:17], predict the reactants needed to synthesize it. The reactants are: [C:1]([CH2:4][CH2:5][C:6]1[C:7]([CH3:13])=[C:8]([CH:11]=O)[NH:9][CH:10]=1)([OH:3])=[O:2].[CH3:14][O:15][C:16]([C:18]1[CH:19]=[C:20]2[C:24](=[CH:25][CH:26]=1)[NH:23][C:22](=[O:27])[CH2:21]2)=[O:17].N1CCCCC1.